Dataset: NCI-60 drug combinations with 297,098 pairs across 59 cell lines. Task: Regression. Given two drug SMILES strings and cell line genomic features, predict the synergy score measuring deviation from expected non-interaction effect. (1) Drug 1: CC12CCC(CC1=CCC3C2CCC4(C3CC=C4C5=CN=CC=C5)C)O. Drug 2: C1C(C(OC1N2C=C(C(=O)NC2=O)F)CO)O. Cell line: A549. Synergy scores: CSS=24.8, Synergy_ZIP=-6.87, Synergy_Bliss=-12.5, Synergy_Loewe=-27.2, Synergy_HSA=-11.1. (2) Drug 1: C1CCC(CC1)NC(=O)N(CCCl)N=O. Drug 2: C1=C(C(=O)NC(=O)N1)N(CCCl)CCCl. Cell line: OVCAR-5. Synergy scores: CSS=27.8, Synergy_ZIP=0.776, Synergy_Bliss=10.5, Synergy_Loewe=4.79, Synergy_HSA=10.6. (3) Cell line: A498. Drug 1: C1=CC=C(C(=C1)C(C2=CC=C(C=C2)Cl)C(Cl)Cl)Cl. Synergy scores: CSS=3.04, Synergy_ZIP=-2.08, Synergy_Bliss=-2.46, Synergy_Loewe=-1.14, Synergy_HSA=-1.97. Drug 2: CC(C)NC(=O)C1=CC=C(C=C1)CNNC.Cl. (4) Drug 1: CC1CCC2CC(C(=CC=CC=CC(CC(C(=O)C(C(C(=CC(C(=O)CC(OC(=O)C3CCCCN3C(=O)C(=O)C1(O2)O)C(C)CC4CCC(C(C4)OC)O)C)C)O)OC)C)C)C)OC. Drug 2: CC1=C(C(=CC=C1)Cl)NC(=O)C2=CN=C(S2)NC3=CC(=NC(=N3)C)N4CCN(CC4)CCO. Cell line: IGROV1. Synergy scores: CSS=20.9, Synergy_ZIP=-4.09, Synergy_Bliss=2.90, Synergy_Loewe=0.523, Synergy_HSA=5.23. (5) Drug 1: CC1=C(C=C(C=C1)NC2=NC=CC(=N2)N(C)C3=CC4=NN(C(=C4C=C3)C)C)S(=O)(=O)N.Cl. Drug 2: C(CCl)NC(=O)N(CCCl)N=O. Cell line: KM12. Synergy scores: CSS=-3.72, Synergy_ZIP=-1.67, Synergy_Bliss=-6.59, Synergy_Loewe=-7.73, Synergy_HSA=-6.80. (6) Drug 1: CC1CCC2CC(C(=CC=CC=CC(CC(C(=O)C(C(C(=CC(C(=O)CC(OC(=O)C3CCCCN3C(=O)C(=O)C1(O2)O)C(C)CC4CCC(C(C4)OC)O)C)C)O)OC)C)C)C)OC. Drug 2: C#CCC(CC1=CN=C2C(=N1)C(=NC(=N2)N)N)C3=CC=C(C=C3)C(=O)NC(CCC(=O)O)C(=O)O. Cell line: DU-145. Synergy scores: CSS=53.0, Synergy_ZIP=12.2, Synergy_Bliss=-3.86, Synergy_Loewe=37.2, Synergy_HSA=-3.79.